This data is from Peptide-MHC class II binding affinity with 134,281 pairs from IEDB. The task is: Regression. Given a peptide amino acid sequence and an MHC pseudo amino acid sequence, predict their binding affinity value. This is MHC class II binding data. (1) The peptide sequence is RKPLDNIKDNVGKME. The binding affinity (normalized) is 0.0482. The MHC is HLA-DQA10301-DQB10302 with pseudo-sequence HLA-DQA10301-DQB10302. (2) The peptide sequence is SVKEDLVAYGGSWKL. The MHC is HLA-DQA10501-DQB10402 with pseudo-sequence HLA-DQA10501-DQB10402. The binding affinity (normalized) is 0.360.